This data is from Reaction yield outcomes from USPTO patents with 853,638 reactions. The task is: Predict the reaction yield, written as a fraction of the theoretical maximum amount of product (1.0 means a 100% yield; for example, 0.34 means a 34% yield). (1) The reactants are [Br:1][C:2]1[C:3](F)=[C:4]2[C:10]([NH:11][C:12]([C:14]3[CH:19]=[N:18][CH:17]=[CH:16][N:15]=3)=[O:13])=[CH:9][NH:8][C:5]2=[N:6][CH:7]=1.[NH:21]1[CH2:26][CH2:25][CH2:24][C@@H:23]([NH:27][C:28](=[O:34])[O:29][C:30]([CH3:33])([CH3:32])[CH3:31])[CH2:22]1. The catalyst is CCCCO. The product is [Br:1][C:2]1[C:3]([N:21]2[CH2:26][CH2:25][CH2:24][C@@H:23]([NH:27][C:28](=[O:34])[O:29][C:30]([CH3:32])([CH3:31])[CH3:33])[CH2:22]2)=[C:4]2[C:10]([NH:11][C:12]([C:14]3[CH:19]=[N:18][CH:17]=[CH:16][N:15]=3)=[O:13])=[CH:9][NH:8][C:5]2=[N:6][CH:7]=1. The yield is 0.380. (2) The reactants are [H-].[Na+].[Cl:3][C:4]1[CH:9]=[CH:8][C:7]([CH2:10][C:11]#[N:12])=[CH:6][CH:5]=1.Cl[C:14]1[CH:15]=[CH:16][C:17]([N+:24]([O-:26])=[O:25])=[C:18]([CH:23]=1)[C:19]([O:21][CH3:22])=[O:20].C(OC(C)C)(C)C. The catalyst is CN(C=O)C. The product is [Cl:3][C:4]1[CH:9]=[CH:8][C:7]([CH:10]([C:11]#[N:12])[C:14]2[CH:15]=[CH:16][C:17]([N+:24]([O-:26])=[O:25])=[C:18]([CH:23]=2)[C:19]([O:21][CH3:22])=[O:20])=[CH:6][CH:5]=1. The yield is 0.120. (3) The reactants are [O:1]=[C:2]1[C:11]2[C:6](=[CH:7][CH:8]=[CH:9][CH:10]=2)[C:5]2[C:12](=[O:19])[C:13]3[CH:14]=[CH:15][CH:16]=[CH:17][C:18]=3[C:4]=2[NH:3]1.[BH4-].[Na+]. The catalyst is CCO. The product is [OH:19][CH:12]1[C:5]2[C:6]3[C:11](=[CH:10][CH:9]=[CH:8][CH:7]=3)[C:2](=[O:1])[NH:3][C:4]=2[C:18]2[CH:17]=[CH:16][CH:15]=[CH:14][C:13]1=2. The yield is 0.920. (4) The reactants are ClC1C=CC=CC=1C1C(O)=CC=CC=1Cl.[Cl:16][C:17]1[CH:22]=[C:21]([Cl:23])[CH:20]=[CH:19][C:18]=1[C:24]1[C:29]([F:30])=[CH:28][CH:27]=[CH:26][C:25]=1[O:31]C. No catalyst specified. The product is [Cl:16][C:17]1[CH:22]=[C:21]([Cl:23])[CH:20]=[CH:19][C:18]=1[C:24]1[C:25]([OH:31])=[CH:26][CH:27]=[CH:28][C:29]=1[F:30]. The yield is 0.890. (5) The reactants are [Br:1][C:2]1[CH:3]=[CH:4][C:5](F)=[C:6]([C:8]([C:10]2([OH:18])[CH2:15][CH2:14][CH:13]([O:16][CH3:17])[CH2:12][CH2:11]2)=O)[CH:7]=1.[CH3:20][C:21]([S:24]([NH2:26])=[O:25])([CH3:23])[CH3:22].O. The catalyst is CN1C2C(N=C(N)NC=2NCC1CNC1C=CC(C(NC(C(O)=O)CCC(O)=O)=O)=CC=1)=O.CCOC(C)=O.[O-]CC.[Ti+4].[O-]CC.[O-]CC.[O-]CC. The product is [Br:1][C:2]1[CH:3]=[CH:4][C:5]2[O:18][C:10]3([CH2:15][CH2:14][CH:13]([O:16][CH3:17])[CH2:12][CH2:11]3)[C:8](=[N:26][S:24]([C:21]([CH3:23])([CH3:22])[CH3:20])=[O:25])[C:6]=2[CH:7]=1. The yield is 0.650. (6) The reactants are [Cl:1][C:2]1[CH:7]=[CH:6][CH:5]=[C:4]([Cl:8])[C:3]=1[CH2:9][CH:10]=[N:11][OH:12].[Cl:13]N1C(=O)CCC1=O.O. The catalyst is CN(C)C=O. The product is [Cl:1][C:2]1[CH:7]=[CH:6][CH:5]=[C:4]([Cl:8])[C:3]=1[CH2:9][C:10]([Cl:13])=[N:11][OH:12]. The yield is 0.770. (7) The reactants are Br[C:2]1[CH:7]=[CH:6][N:5]2[N:8]=[C:9]([N:11]([CH2:13][CH3:14])[CH3:12])[N:10]=[C:4]2[CH:3]=1.[C:15](=[O:22])([O:17][C:18]([CH3:21])([CH3:20])[CH3:19])[NH2:16].C(=O)([O-])[O-].[Cs+].[Cs+].C1(P(C2C=CC=CC=2)C2C3OC4C(=CC=CC=4P(C4C=CC=CC=4)C4C=CC=CC=4)C(C)(C)C=3C=CC=2)C=CC=CC=1. The catalyst is O1CCOCC1.[Pd].[Pd].C(=CC(C=CC1C=CC=CC=1)=O)C1C=CC=CC=1.C(=CC(C=CC1C=CC=CC=1)=O)C1C=CC=CC=1.C(=CC(C=CC1C=CC=CC=1)=O)C1C=CC=CC=1. The product is [C:18]([O:17][C:15](=[O:22])[NH:16][C:2]1[CH:7]=[CH:6][N:5]2[N:8]=[C:9]([N:11]([CH2:13][CH3:14])[CH3:12])[N:10]=[C:4]2[CH:3]=1)([CH3:21])([CH3:20])[CH3:19]. The yield is 0.812.